Dataset: Full USPTO retrosynthesis dataset with 1.9M reactions from patents (1976-2016). Task: Predict the reactants needed to synthesize the given product. (1) The reactants are: [C:1]1([S:7]([N:10]2[C:14]3=[N:15][CH:16]=[CH:17][C:18]([C:19]4[CH:24]=[CH:23][C:22]([S:25]([N:28]5[CH2:32][CH2:31][CH2:30][CH2:29]5)(=[O:27])=[O:26])=[CH:21][CH:20]=4)=[C:13]3[CH:12]=[CH:11]2)(=[O:9])=[O:8])[CH:6]=[CH:5][CH:4]=[CH:3][CH:2]=1.[Li+].CC([N-]C(C)C)C.CCCCCCC.C1C[O:51][CH2:50]C1.C(C1C=CC=CC=1)C.C=O. Given the product [C:1]1([S:7]([N:10]2[C:14]3=[N:15][CH:16]=[CH:17][C:18]([C:19]4[CH:20]=[CH:21][C:22]([S:25]([N:28]5[CH2:32][CH2:31][CH2:30][CH2:29]5)(=[O:26])=[O:27])=[CH:23][CH:24]=4)=[C:13]3[CH:12]=[C:11]2[CH2:50][OH:51])(=[O:9])=[O:8])[CH:2]=[CH:3][CH:4]=[CH:5][CH:6]=1, predict the reactants needed to synthesize it. (2) Given the product [CH:28]1([C:31]2[C:32]([O:49][CH2:50][CH3:51])=[C:33]([C:42]3[CH:43]=[CH:44][C:45]([F:48])=[CH:46][CH:47]=3)[C:34]([O:39][CH2:40][CH3:41])=[CH:35][C:36]=2[CH2:19][N:17]2[CH2:18][C:15]3([CH2:26][C:12]([N:9]4[CH2:8][CH2:7][C:6]([CH3:27])([C:4]([O:3][CH2:1][CH3:2])=[O:5])[CH2:11][CH2:10]4)=[N:13][O:14]3)[CH2:16]2)[CH2:30][CH2:29]1, predict the reactants needed to synthesize it. The reactants are: [CH2:1]([O:3][C:4]([C:6]1([CH3:27])[CH2:11][CH2:10][N:9]([C:12]2[CH2:26][C:15]3([CH2:18][N:17]([C:19](OC(C)(C)C)=O)[CH2:16]3)[O:14][N:13]=2)[CH2:8][CH2:7]1)=[O:5])[CH3:2].[CH:28]1([C:31]2[C:32]([O:49][CH2:50][CH3:51])=[C:33]([C:42]3[CH:47]=[CH:46][C:45]([F:48])=[CH:44][CH:43]=3)[C:34]([O:39][CH2:40][CH3:41])=[CH:35][C:36]=2C=O)[CH2:30][CH2:29]1. (3) Given the product [NH2:32][C:25]1[CH:26]=[C:27]2[C:22](=[CH:23][CH:24]=1)[N:21]=[C:20]([CH:18]([N:15]1[CH2:14][CH2:13][N:12]([S:9]([C:6]3[CH:7]=[CH:8][C:3]([O:2][CH3:1])=[CH:4][CH:5]=3)(=[O:11])=[O:10])[CH2:17][CH2:16]1)[CH3:19])[N:29]([CH3:30])[C:28]2=[O:31], predict the reactants needed to synthesize it. The reactants are: [CH3:1][O:2][C:3]1[CH:8]=[CH:7][C:6]([S:9]([N:12]2[CH2:17][CH2:16][N:15]([CH:18]([C:20]3[N:29]([CH3:30])[C:28](=[O:31])[C:27]4[C:22](=[CH:23][CH:24]=[C:25]([N+:32]([O-])=O)[CH:26]=4)[N:21]=3)[CH3:19])[CH2:14][CH2:13]2)(=[O:11])=[O:10])=[CH:5][CH:4]=1.